Predict the product of the given reaction. From a dataset of Forward reaction prediction with 1.9M reactions from USPTO patents (1976-2016). Given the reactants [C:1]([C:4]1[CH:17]=[CH:16][C:7]2[CH:8]=[C:9]([C:11]([O:13][CH2:14][CH3:15])=[O:12])[S:10][C:6]=2[CH:5]=1)(=O)[CH3:2].[CH3:18][O:19][C:20]1[CH:27]=[CH:26][C:23]([CH2:24][NH2:25])=[CH:22][CH:21]=1.C(O)(=O)C.[BH-](OC(C)=O)(OC(C)=O)OC(C)=O.[Na+], predict the reaction product. The product is: [CH3:18][O:19][C:20]1[CH:27]=[CH:26][C:23]([CH2:24][NH:25][CH:1]([C:4]2[CH:17]=[CH:16][C:7]3[CH:8]=[C:9]([C:11]([O:13][CH2:14][CH3:15])=[O:12])[S:10][C:6]=3[CH:5]=2)[CH3:2])=[CH:22][CH:21]=1.